From a dataset of Forward reaction prediction with 1.9M reactions from USPTO patents (1976-2016). Predict the product of the given reaction. Given the reactants [CH:1]1([N:6]2[CH2:32][CH2:31][C:9]3[N:10]([CH2:26][C:27]([O:29]C)=[O:28])[C:11]4[CH:12]=[CH:13][C:14]([C:17]([N:19]5[CH2:24][CH2:23][CH:22]([CH3:25])[CH2:21][CH2:20]5)=[O:18])=[CH:15][C:16]=4[C:8]=3[CH2:7]2)[CH2:5][CH2:4][CH2:3][CH2:2]1.[OH-].[Na+], predict the reaction product. The product is: [CH:1]1([N:6]2[CH2:32][CH2:31][C:9]3[N:10]([CH2:26][C:27]([OH:29])=[O:28])[C:11]4[CH:12]=[CH:13][C:14]([C:17]([N:19]5[CH2:24][CH2:23][CH:22]([CH3:25])[CH2:21][CH2:20]5)=[O:18])=[CH:15][C:16]=4[C:8]=3[CH2:7]2)[CH2:2][CH2:3][CH2:4][CH2:5]1.